This data is from Full USPTO retrosynthesis dataset with 1.9M reactions from patents (1976-2016). The task is: Predict the reactants needed to synthesize the given product. Given the product [C:49]([O:48][C:46](=[O:47])[NH:53][C@@H:54]1[CH2:58][CH2:57][N:56]([C:21]2[N:20]=[C:19]3[C:24]([N:25]=[CH:26][N:18]3[C@@H:16]3[CH2:17][C@H:13]([NH:12][C:10](=[O:11])[C@H:9]([O:8][CH2:1][C:2]4[CH:7]=[CH:6][CH:5]=[CH:4][CH:3]=4)[CH3:45])[C@@H:14]([OH:44])[C@H:15]3[OH:43])=[C:23]([NH:27][CH2:28][CH:29]([C:30]3[CH:35]=[CH:34][CH:33]=[CH:32][CH:31]=3)[C:36]3[CH:41]=[CH:40][CH:39]=[CH:38][CH:37]=3)[N:22]=2)[CH2:55]1)([CH3:52])([CH3:50])[CH3:51], predict the reactants needed to synthesize it. The reactants are: [CH2:1]([O:8][C@H:9]([CH3:45])[C:10]([NH:12][C@H:13]1[CH2:17][C@@H:16]([N:18]2[CH:26]=[N:25][C:24]3[C:19]2=[N:20][C:21](Cl)=[N:22][C:23]=3[NH:27][CH2:28][CH:29]([C:36]2[CH:41]=[CH:40][CH:39]=[CH:38][CH:37]=2)[C:30]2[CH:35]=[CH:34][CH:33]=[CH:32][CH:31]=2)[C@H:15]([OH:43])[C@@H:14]1[OH:44])=[O:11])[C:2]1[CH:7]=[CH:6][CH:5]=[CH:4][CH:3]=1.[C:46]([NH:53][C@@H:54]1[CH2:58][CH2:57][NH:56][CH2:55]1)([O:48][C:49]([CH3:52])([CH3:51])[CH3:50])=[O:47].[I-].[Na+].